This data is from Full USPTO retrosynthesis dataset with 1.9M reactions from patents (1976-2016). The task is: Predict the reactants needed to synthesize the given product. (1) Given the product [C:30]([C:29]1[CH:28]=[C:27]([C:25]2[N:12]=[C:11]([C:9]3[CH:10]=[C:5]([C:3]([OH:2])=[O:4])[C:6]([C:14]4[CH:19]=[CH:18][CH:17]=[CH:16][C:15]=4[N+:20]([O-:22])=[O:21])=[CH:7][CH:8]=3)[S:13][CH:24]=2)[CH:34]=[CH:33][CH:32]=1)#[N:31], predict the reactants needed to synthesize it. The reactants are: C[O:2][C:3]([C:5]1[C:6]([C:14]2[CH:19]=[CH:18][CH:17]=[CH:16][C:15]=2[N+:20]([O-:22])=[O:21])=[CH:7][CH:8]=[C:9]([C:11](=[S:13])[NH2:12])[CH:10]=1)=[O:4].Br[CH2:24][C:25]([C:27]1[CH:28]=[C:29]([CH:32]=[CH:33][CH:34]=1)[C:30]#[N:31])=O. (2) Given the product [N:13]1[CH:12]=[CH:11][C:10]([C:9]2[C:31]3[C:26](=[N:27][CH:28]=[CH:29][N:30]=3)[NH:25][C:8]=2[C:5]2[CH:4]=[CH:3][C:2]([F:1])=[CH:7][CH:6]=2)=[CH:15][CH:14]=1, predict the reactants needed to synthesize it. The reactants are: [F:1][C:2]1[CH:7]=[CH:6][C:5]([C:8](=O)[CH:9](O[Si](C(C)(C)C)(C)C)[C:10]2[CH:15]=[CH:14][N:13]=[CH:12][CH:11]=2)=[CH:4][CH:3]=1.[NH2:25][C:26]1[CH:31]=[N:30][CH:29]=[CH:28][N:27]=1.Cl. (3) The reactants are: [Cl:1][C:2]1[CH:3]=[CH:4][C:5]([C@:8]([C:17]2[CH:22]=[C:21]([O:23][C:24]([F:29])([F:28])[CH:25]([F:27])[F:26])[CH:20]=[C:19]([F:30])[CH:18]=2)([NH2:16])[CH2:9][C:10]2[CH:15]=[CH:14][CH:13]=[CH:12][CH:11]=2)=[N:6][CH:7]=1.[C:31](Cl)(=[O:42])[O:32][C:33]1[CH:38]=[CH:37][C:36]([N+:39]([O-:41])=[O:40])=[CH:35][CH:34]=1.C([O-])([O-])=O.[K+].[K+]. Given the product [Cl:1][C:2]1[CH:3]=[CH:4][C:5]([C@@:8]([NH:16][C:31](=[O:42])[O:32][C:33]2[CH:34]=[CH:35][C:36]([N+:39]([O-:41])=[O:40])=[CH:37][CH:38]=2)([C:17]2[CH:22]=[C:21]([O:23][C:24]([F:29])([F:28])[CH:25]([F:27])[F:26])[CH:20]=[C:19]([F:30])[CH:18]=2)[CH2:9][C:10]2[CH:15]=[CH:14][CH:13]=[CH:12][CH:11]=2)=[N:6][CH:7]=1, predict the reactants needed to synthesize it.